This data is from Forward reaction prediction with 1.9M reactions from USPTO patents (1976-2016). The task is: Predict the product of the given reaction. The product is: [NH2:8][C:6]1[N:5]2[N:25]=[CH:26][C:27]([C:28]3[CH:29]=[N:30][C:31]4[C:36]([CH:37]=3)=[CH:35][CH:34]=[CH:33][CH:32]=4)=[C:4]2[N:3]=[C:2]([N:57]2[CH2:56][CH2:55][N:54]([C:47]([O:49][C:50]([CH3:53])([CH3:52])[CH3:51])=[O:48])[CH2:59][CH2:58]2)[C:7]=1[Br:60]. Given the reactants Cl[C:2]1[CH:7]=[C:6]([N:8](COCC[Si](C)(C)C)COCC[Si](C)(C)C)[N:5]2[N:25]=[CH:26][C:27]([C:28]3[CH:29]=[N:30][C:31]4[C:36]([CH:37]=3)=[CH:35][CH:34]=[CH:33][CH:32]=4)=[C:4]2[N:3]=1.C(N(CC)C(C)C)(C)C.[C:47]([N:54]1[CH2:59][CH2:58][NH:57][CH2:56][CH2:55]1)([O:49][C:50]([CH3:53])([CH3:52])[CH3:51])=[O:48].[Br:60]N1C(=O)CCC1=O, predict the reaction product.